From a dataset of Forward reaction prediction with 1.9M reactions from USPTO patents (1976-2016). Predict the product of the given reaction. (1) Given the reactants [C:1]([O:5][C:6]([N:8]1[CH2:12][C:11](=[O:13])[CH2:10][N:9]1[C:14]([O:16][CH2:17][C:18]1[CH:23]=[CH:22][CH:21]=[CH:20][CH:19]=1)=[O:15])=[O:7])([CH3:4])([CH3:3])[CH3:2].CCOCC, predict the reaction product. The product is: [C:1]([O:5][C:6]([N:8]1[CH2:12][CH:11]([OH:13])[CH2:10][N:9]1[C:14]([O:16][CH2:17][C:18]1[CH:23]=[CH:22][CH:21]=[CH:20][CH:19]=1)=[O:15])=[O:7])([CH3:4])([CH3:2])[CH3:3]. (2) The product is: [OH:1][C:2]1[C:3]([CH3:17])=[C:4]2[C:5]([C:8](=[O:9])[C:10]([C:11]3[CH:12]=[CH:13][CH:14]=[CH:15][CH:16]=3)=[CH:23][O:24]2)=[CH:6][CH:7]=1. Given the reactants [OH:1][C:2]1[CH:7]=[CH:6][C:5]([C:8]([CH2:10][C:11]2[CH:16]=[CH:15][CH:14]=[CH:13][CH:12]=2)=[O:9])=[CH:4][C:3]=1[CH3:17].B(F)(F)F.C[CH2:23][O:24]CC.CS(Cl)(=O)=O, predict the reaction product.